From a dataset of Retrosynthesis with 50K atom-mapped reactions and 10 reaction types from USPTO. Predict the reactants needed to synthesize the given product. (1) Given the product Cc1onc(-c2ccccc2)c1COc1ccc(C(=O)NC2(C#N)CC2)cn1, predict the reactants needed to synthesize it. The reactants are: Cc1onc(-c2ccccc2)c1COc1ccc(C(=O)O)cn1.N#CC1(N)CC1. (2) Given the product CCCn1ccc(N)n1, predict the reactants needed to synthesize it. The reactants are: CCCn1ccc([N+](=O)[O-])n1. (3) Given the product CCOC(=O)c1c(C)n(COCC[Si](C)(C)C)c2ncc(-c3cc(OC)c(OC)c(OC)c3)nc12, predict the reactants needed to synthesize it. The reactants are: CCOC(=O)c1c(C)[nH]c2ncc(-c3cc(OC)c(OC)c(OC)c3)nc12.C[Si](C)(C)CCOCCl. (4) Given the product COc1cccc2nc(-c3c(Cl)cc(O)cc3Cl)c(Nc3ccc4c(c3)OCCO4)n12, predict the reactants needed to synthesize it. The reactants are: CO.Oc1cc(Cl)c(-c2nc3cccc(F)n3c2Nc2ccc3c(c2)OCCO3)c(Cl)c1. (5) The reactants are: ClCC1(COc2ccccc2)COC1.[N-]=[N+]=NCC1(CO)COC1. Given the product [N-]=[N+]=NCC1(COc2ccccc2)COC1, predict the reactants needed to synthesize it. (6) Given the product OCCn1ccc2ncnc(Nc3ccc(Oc4cccc5c4CCN5)c(Cl)c3)c21, predict the reactants needed to synthesize it. The reactants are: CC(C)(C)OC(=O)N1CCc2c(Oc3ccc(Nc4ncnc5ccn(CCO)c45)cc3Cl)cccc21. (7) Given the product Cc1c[n+]([O-])c(N[C@H]2CC[C@@H](NC(=O)c3ccc(F)c(Cl)c3)CC2)cc1[N+](=O)[O-], predict the reactants needed to synthesize it. The reactants are: Cc1c[n+]([O-])c(Cl)cc1[N+](=O)[O-].N[C@H]1CC[C@@H](NC(=O)c2ccc(F)c(Cl)c2)CC1. (8) The reactants are: CC(=O)c1ccc(Cl)s1.OCc1ccc(F)cc1. Given the product CC(=O)c1ccc(OCc2ccc(F)cc2)s1, predict the reactants needed to synthesize it. (9) Given the product CNC(=O)c1cccc(F)c1Nc1nc(Nc2ccc3c(c2)C(C)(C)CCC(=O)N3)ncc1Cl, predict the reactants needed to synthesize it. The reactants are: CC1(C)CCC(=O)Nc2ccc(N)cc21.CNC(=O)c1cccc(F)c1Nc1nc(Cl)ncc1Cl. (10) Given the product CC(C)(C)OC(=O)CNS(=O)(=O)c1ccc2c(Cl)cnc(NC(=N)N)c2c1, predict the reactants needed to synthesize it. The reactants are: CC(C)(C)OC(=O)CNS(=O)(=O)c1ccc2c(Cl)cnc(Cl)c2c1.N=C(N)N.